Dataset: Catalyst prediction with 721,799 reactions and 888 catalyst types from USPTO. Task: Predict which catalyst facilitates the given reaction. Reactant: [CH2:1]([O:5][CH:6]1[CH2:11][CH2:10][CH2:9][CH2:8][C:7]1=O)[CH2:2][CH:3]=[CH2:4].[CH2:13]1COCC1. Product: [CH2:1]([O:5][CH:6]1[CH2:11][CH2:10][CH2:9][CH2:8][C:7]1=[CH2:13])[CH2:2][CH:3]=[CH2:4]. The catalyst class is: 629.